This data is from Peptide-MHC class I binding affinity with 185,985 pairs from IEDB/IMGT. The task is: Regression. Given a peptide amino acid sequence and an MHC pseudo amino acid sequence, predict their binding affinity value. This is MHC class I binding data. (1) The peptide sequence is ISFLFNRI. The MHC is H-2-Kb with pseudo-sequence H-2-Kb. The binding affinity (normalized) is 0.998. (2) The peptide sequence is IRYLGVLLY. The MHC is HLA-B07:02 with pseudo-sequence HLA-B07:02. The binding affinity (normalized) is 0.0847. (3) The peptide sequence is MSDIFASEV. The MHC is HLA-B27:05 with pseudo-sequence HLA-B27:05. The binding affinity (normalized) is 0.0847. (4) The peptide sequence is KFNPMKTYI. The MHC is Mamu-B8301 with pseudo-sequence Mamu-B8301. The binding affinity (normalized) is 0. (5) The peptide sequence is ALNKMFCQL. The MHC is HLA-A02:06 with pseudo-sequence HLA-A02:06. The binding affinity (normalized) is 0.603. (6) The peptide sequence is RAYIYLRL. The MHC is H-2-Db with pseudo-sequence H-2-Db. The binding affinity (normalized) is 0.413. (7) The peptide sequence is FQAGMRLYF. The MHC is HLA-A26:03 with pseudo-sequence HLA-A26:03. The binding affinity (normalized) is 0.0847.